From a dataset of Reaction yield outcomes from USPTO patents with 853,638 reactions. Predict the reaction yield, written as a fraction of the theoretical maximum amount of product (1.0 means a 100% yield; for example, 0.34 means a 34% yield). (1) The reactants are N#N.[CH3:3][CH2:4][Mg+].[Br-].B(F)(F)F.CCOCC.[C:16]([O:20][C:21]([N:23]1[CH:28]=[CH:27][C:26](=[O:29])[CH2:25][CH:24]1[CH2:30][C:31]1[CH:36]=[CH:35][CH:34]=[CH:33][CH:32]=1)=[O:22])([CH3:19])([CH3:18])[CH3:17]. The catalyst is C1COCC1.[Cu]I. The product is [C:16]([O:20][C:21]([N:23]1[CH:28]([CH2:3][CH3:4])[CH2:27][C:26](=[O:29])[CH2:25][CH:24]1[CH2:30][C:31]1[CH:32]=[CH:33][CH:34]=[CH:35][CH:36]=1)=[O:22])([CH3:19])([CH3:17])[CH3:18]. The yield is 0.620. (2) The reactants are [F:1][C:2]1[C:10]([C:11]2[CH:16]=[CH:15][C:14]([C:17]([CH3:21])([CH3:20])[CH2:18][OH:19])=[CH:13][CH:12]=2)=[C:9]([F:22])[CH:8]=[C:7]2[C:3]=1[C:4]([CH:23]=[O:24])=[CH:5][NH:6]2.Cl([O-])=[O:26].[Na+].P([O-])(O)(O)=O.[Na+].S([O-])([O-])=O.[Na+].[Na+]. The catalyst is C(#N)C.C(O)(C)(C)C.CC(=CC)C.O. The product is [F:1][C:2]1[C:10]([C:11]2[CH:12]=[CH:13][C:14]([C:17]([CH3:21])([CH3:20])[CH2:18][OH:19])=[CH:15][CH:16]=2)=[C:9]([F:22])[CH:8]=[C:7]2[C:3]=1[C:4]([C:23]([OH:26])=[O:24])=[CH:5][NH:6]2. The yield is 0.420. (3) The reactants are [CH2:1]([N:8]1[C:16]2[C:11](=[CH:12][CH:13]=[C:14]([C:17]3[CH:22]=[CH:21][C:20]([O:23][C:24]([F:27])([F:26])[F:25])=[CH:19][CH:18]=3)[CH:15]=2)[C:10]([C:28](=[O:34])[C:29]([O:31]CC)=[O:30])=[CH:9]1)[C:2]1[CH:7]=[CH:6][CH:5]=[CH:4][CH:3]=1.[OH-].[K+].Cl. The catalyst is C1COCC1.O. The product is [CH2:1]([N:8]1[C:16]2[C:11](=[CH:12][CH:13]=[C:14]([C:17]3[CH:22]=[CH:21][C:20]([O:23][C:24]([F:27])([F:25])[F:26])=[CH:19][CH:18]=3)[CH:15]=2)[C:10]([C:28](=[O:34])[C:29]([OH:31])=[O:30])=[CH:9]1)[C:2]1[CH:3]=[CH:4][CH:5]=[CH:6][CH:7]=1. The yield is 0.820. (4) The reactants are [F:1][C:2]([F:13])([F:12])[C:3](=[O:11])[CH:4](Cl)[C:5]([O:7][CH2:8][CH3:9])=[O:6].[C:14]([NH2:24])(=[O:23])[CH:15]=[CH:16][C:17]1[CH:22]=[CH:21][CH:20]=[CH:19][CH:18]=1.C(=O)(O)[O-].[Na+]. The catalyst is C1COCC1. The product is [C:17]1(/[CH:16]=[CH:15]/[C:14]2[O:23][CH:4]([C:5]([O:7][CH2:8][CH3:9])=[O:6])[C:3]([OH:11])([C:2]([F:13])([F:12])[F:1])[N:24]=2)[CH:22]=[CH:21][CH:20]=[CH:19][CH:18]=1. The yield is 0.890. (5) The reactants are Cl.[NH2:2][CH2:3][C:4]1[CH:27]=[CH:26][C:7]([CH2:8][O:9][C:10]2[CH:15]=[CH:14][C:13]([C:16](=[O:20])[CH:17]([CH3:19])[CH3:18])=[C:12]([OH:21])[C:11]=2[C:22]([F:25])([F:24])[F:23])=[CH:6][CH:5]=1.[CH3:28][N:29]1[CH:33]=[C:32]([C:34](O)=[O:35])[N:31]=[CH:30]1.O.ON1C2C=CC=CC=2N=N1.C(N(C(C)C)CC)(C)C.Cl.CN(C)CCCN=C=NCC. The catalyst is O1CCCC1.O. The product is [OH:21][C:12]1[C:11]([C:22]([F:23])([F:24])[F:25])=[C:10]([CH:15]=[CH:14][C:13]=1[C:16](=[O:20])[CH:17]([CH3:19])[CH3:18])[O:9][CH2:8][C:7]1[CH:6]=[CH:5][C:4]([CH2:3][NH:2][C:34]([C:32]2[N:31]=[CH:30][N:29]([CH3:28])[CH:33]=2)=[O:35])=[CH:27][CH:26]=1. The yield is 0.740. (6) The reactants are [CH2:1]([C:3]([OH:37])([CH2:35][CH3:36])[CH2:4][N:5]1[C:14](=[O:15])[C:13]2[C:8](=[CH:9][CH:10]=[CH:11][CH:12]=2)[C:7]([C:16]2[C:24]3[C:19](=[CH:20][CH:21]=[C:22]([F:25])[CH:23]=3)[N:18]([CH2:26][C:27]([O:29]C(C)(C)C)=[O:28])[C:17]=2[CH3:34])=[N:6]1)[CH3:2].O. The catalyst is FC(F)(F)C(O)=O. The product is [CH2:1]([C:3]([OH:37])([CH2:35][CH3:36])[CH2:4][N:5]1[C:14](=[O:15])[C:13]2[C:8](=[CH:9][CH:10]=[CH:11][CH:12]=2)[C:7]([C:16]2[C:24]3[C:19](=[CH:20][CH:21]=[C:22]([F:25])[CH:23]=3)[N:18]([CH2:26][C:27]([OH:29])=[O:28])[C:17]=2[CH3:34])=[N:6]1)[CH3:2]. The yield is 0.486.